This data is from Catalyst prediction with 721,799 reactions and 888 catalyst types from USPTO. The task is: Predict which catalyst facilitates the given reaction. (1) Reactant: Cl[C:2]1[N:7]=[CH:6][C:5]([C:8]2[CH:9]=[C:10]([CH:25]=[CH:26][CH:27]=2)[CH2:11][N:12]([CH3:24])[C:13](=[O:23])[CH2:14][NH:15][C:16](=[O:22])[O:17][C:18]([CH3:21])([CH3:20])[CH3:19])=[CH:4][N:3]=1.[NH:28]1[CH2:33][CH2:32][NH:31][CH2:30][CH2:29]1.O. Product: [CH3:24][N:12]([CH2:11][C:10]1[CH:25]=[CH:26][CH:27]=[C:8]([C:5]2[CH:4]=[N:3][C:2]([N:28]3[CH2:33][CH2:32][NH:31][CH2:30][CH2:29]3)=[N:7][CH:6]=2)[CH:9]=1)[C:13](=[O:23])[CH2:14][NH:15][C:16](=[O:22])[O:17][C:18]([CH3:21])([CH3:20])[CH3:19]. The catalyst class is: 3. (2) Reactant: [C:1]1([C:23]2[CH:28]=[CH:27][CH:26]=[CH:25][CH:24]=2)[CH:6]=[CH:5][C:4]([CH2:7][C@@H:8]([NH:15][C:16]([O:18][C:19]([CH3:22])([CH3:21])[CH3:20])=[O:17])[CH2:9][C:10](=[CH2:14])[C:11]([OH:13])=[O:12])=[CH:3][CH:2]=1.[H][H]. Product: [C:1]1([C:23]2[CH:24]=[CH:25][CH:26]=[CH:27][CH:28]=2)[CH:2]=[CH:3][C:4]([CH2:7][C@@H:8]([NH:15][C:16]([O:18][C:19]([CH3:22])([CH3:20])[CH3:21])=[O:17])[CH2:9][C@@H:10]([CH3:14])[C:11]([OH:13])=[O:12])=[CH:5][CH:6]=1. The catalyst class is: 480. (3) The catalyst class is: 3. Product: [C:1]([O:5][C:6](=[O:12])[N:7]([CH2:9][CH2:10][NH:11][C:35]([NH:34][C:26]1[CH:25]=[CH:24][C:23]([Br:22])=[CH:33][C:27]=1[C:28](=[O:29])[N:30]([CH3:31])[CH3:32])=[O:36])[CH3:8])([CH3:4])([CH3:2])[CH3:3]. Reactant: [C:1]([O:5][C:6](=[O:12])[N:7]([CH2:9][CH2:10][NH2:11])[CH3:8])([CH3:4])([CH3:3])[CH3:2].C(N(C(C)C)CC)(C)C.[Br:22][C:23]1[CH:24]=[CH:25][C:26]([N:34]=[C:35]=[O:36])=[C:27]([CH:33]=1)[C:28]([N:30]([CH3:32])[CH3:31])=[O:29].C(OCC)(=O)C.